Dataset: Reaction yield outcomes from USPTO patents with 853,638 reactions. Task: Predict the reaction yield, written as a fraction of the theoretical maximum amount of product (1.0 means a 100% yield; for example, 0.34 means a 34% yield). (1) The reactants are [Br:1][C:2]1[CH:3]=[CH:4][C:5]2[N:6]([CH2:16][CH:17](O)[CH2:18][N:19]([C:32]3[CH:37]=[CH:36][CH:35]=[C:34]([O:38][CH3:39])[CH:33]=3)[S:20]([C:23]3[CH:28]=[CH:27][C:26]([N+:29]([O-:31])=[O:30])=[CH:25][CH:24]=3)(=[O:22])=[O:21])[C:7]3[C:12]([C:13]=2[CH:14]=1)=[CH:11][C:10]([Br:15])=[CH:9][CH:8]=3.C(N(S(F)(F)[F:47])CC)C. No catalyst specified. The product is [Br:1][C:2]1[CH:3]=[CH:4][C:5]2[N:6]([CH2:16][CH:17]([F:47])[CH2:18][N:19]([C:32]3[CH:37]=[CH:36][CH:35]=[C:34]([O:38][CH3:39])[CH:33]=3)[S:20]([C:23]3[CH:28]=[CH:27][C:26]([N+:29]([O-:31])=[O:30])=[CH:25][CH:24]=3)(=[O:22])=[O:21])[C:7]3[C:12]([C:13]=2[CH:14]=1)=[CH:11][C:10]([Br:15])=[CH:9][CH:8]=3. The yield is 1.00. (2) The reactants are [CH3:1][O:2][C:3]1[CH:8]=[CH:7][C:6]([NH2:9])=[CH:5][CH:4]=1.CCN(CC)CC.[Cl:17][CH2:18][CH2:19][C:20](Cl)=[O:21]. The catalyst is C(C(C)=O)C. The product is [CH3:1][O:2][C:3]1[CH:8]=[CH:7][C:6]([NH:9][C:20](=[O:21])[CH2:19][CH2:18][Cl:17])=[CH:5][CH:4]=1. The yield is 0.868. (3) The reactants are [Cl:1][C:2]1[CH:7]=[CH:6][C:5]([C@@:8]23[O:15][C@@:12]([CH2:16][OH:17])([CH2:13][O:14]2)[C@@H:11]([OH:18])[C@H:10]([OH:19])[C@H:9]3[OH:20])=[CH:4][C:3]=1[CH2:21][C:22]1[CH:27]=[CH:26][C:25]([O:28][CH2:29][CH3:30])=[CH:24][CH:23]=1.[C:31](Cl)(=[O:33])[CH3:32].CO. The catalyst is N1C(C)=CC(C)=CC=1C. The product is [Cl:1][C:2]1[CH:7]=[CH:6][C:5]([C@@:8]23[O:15][C@@:12]([CH2:16][O:17][C:31](=[O:33])[CH3:32])([CH2:13][O:14]2)[C@@H:11]([OH:18])[C@H:10]([OH:19])[C@H:9]3[OH:20])=[CH:4][C:3]=1[CH2:21][C:22]1[CH:23]=[CH:24][C:25]([O:28][CH2:29][CH3:30])=[CH:26][CH:27]=1. The yield is 0.870. (4) The product is [Br:1][C:2]1[CH:3]=[C:4]2[C:9](=[CH:10][CH:11]=1)[N:8]([CH2:12][CH2:13][Cl:14])[CH2:7][CH2:6][CH2:5]2. The yield is 1.00. The reactants are [Br:1][C:2]1[CH:3]=[C:4]2[C:9](=[CH:10][CH:11]=1)[N:8]([C:12](=O)[CH2:13][Cl:14])[CH2:7][CH2:6][CH2:5]2.B.C1COCC1. No catalyst specified. (5) The reactants are F[C:2]1[C:3]([CH3:11])=[CH:4][C:5]([N+:8]([O-:10])=[O:9])=[N:6][CH:7]=1.[OH:12][C:13]1[CH:18]=[CH:17][N:16]=[C:15]([Cl:19])[CH:14]=1.C([O-])([O-])=O.[K+].[K+]. The catalyst is CN(C=O)C. The product is [Cl:19][C:15]1[CH:14]=[C:13]([O:12][C:2]2[C:3]([CH3:11])=[CH:4][C:5]([N+:8]([O-:10])=[O:9])=[N:6][CH:7]=2)[CH:18]=[CH:17][N:16]=1. The yield is 0.620. (6) The reactants are [I:1][C:2]1[C:10]2[C:5](=[N:6][CH:7]=[CH:8][CH:9]=2)[NH:4][CH:3]=1.[H-].[Na+].[CH:13]([Si:16](Cl)([CH:20]([CH3:22])[CH3:21])[CH:17]([CH3:19])[CH3:18])([CH3:15])[CH3:14].O. The catalyst is CN(C)C=O. The yield is 0.982. The product is [I:1][C:2]1[C:10]2[C:5](=[N:6][CH:7]=[CH:8][CH:9]=2)[N:4]([Si:16]([CH:20]([CH3:22])[CH3:21])([CH:17]([CH3:19])[CH3:18])[CH:13]([CH3:15])[CH3:14])[CH:3]=1. (7) The reactants are [Cl:1][C:2]1[C:3]2[C@H:10]([CH3:11])[CH2:9][CH2:8][C:4]=2[N:5]=[CH:6][N:7]=1.C1C=C(Cl)C=C(C(OO)=[O:20])C=1.[O-]S([O-])(=S)=O.[Na+].[Na+].C([O-])([O-])=O.[Na+].[Na+]. The catalyst is C(Cl)(Cl)Cl.O. The product is [Cl:1][C:2]1[N:7]=[CH:6][N+:5]([O-:20])=[C:4]2[CH2:8][CH2:9][C@@H:10]([CH3:11])[C:3]=12. The yield is 0.530.